This data is from NCI-60 drug combinations with 297,098 pairs across 59 cell lines. The task is: Regression. Given two drug SMILES strings and cell line genomic features, predict the synergy score measuring deviation from expected non-interaction effect. (1) Drug 1: C1=NNC2=C1C(=O)NC=N2. Drug 2: B(C(CC(C)C)NC(=O)C(CC1=CC=CC=C1)NC(=O)C2=NC=CN=C2)(O)O. Cell line: HT29. Synergy scores: CSS=10.3, Synergy_ZIP=1.01, Synergy_Bliss=2.43, Synergy_Loewe=-41.9, Synergy_HSA=-0.347. (2) Drug 1: C1=CC=C(C=C1)NC(=O)CCCCCCC(=O)NO. Drug 2: CC(C)CN1C=NC2=C1C3=CC=CC=C3N=C2N. Cell line: SR. Synergy scores: CSS=33.4, Synergy_ZIP=-0.145, Synergy_Bliss=-2.37, Synergy_Loewe=-12.0, Synergy_HSA=-3.34. (3) Drug 1: CC12CCC3C(C1CCC2=O)CC(=C)C4=CC(=O)C=CC34C. Drug 2: CN(C)C1=NC(=NC(=N1)N(C)C)N(C)C. Cell line: DU-145. Synergy scores: CSS=47.8, Synergy_ZIP=1.43, Synergy_Bliss=2.38, Synergy_Loewe=-16.9, Synergy_HSA=-0.486. (4) Drug 1: C1CCN(CC1)CCOC2=CC=C(C=C2)C(=O)C3=C(SC4=C3C=CC(=C4)O)C5=CC=C(C=C5)O. Drug 2: COC1=CC(=CC(=C1O)OC)C2C3C(COC3=O)C(C4=CC5=C(C=C24)OCO5)OC6C(C(C7C(O6)COC(O7)C8=CC=CS8)O)O. Cell line: SW-620. Synergy scores: CSS=48.4, Synergy_ZIP=10.2, Synergy_Bliss=9.55, Synergy_Loewe=-0.468, Synergy_HSA=8.23. (5) Drug 1: CC=C1C(=O)NC(C(=O)OC2CC(=O)NC(C(=O)NC(CSSCCC=C2)C(=O)N1)C(C)C)C(C)C. Drug 2: CCC1(CC2CC(C3=C(CCN(C2)C1)C4=CC=CC=C4N3)(C5=C(C=C6C(=C5)C78CCN9C7C(C=CC9)(C(C(C8N6C)(C(=O)OC)O)OC(=O)C)CC)OC)C(=O)OC)O.OS(=O)(=O)O. Cell line: BT-549. Synergy scores: CSS=18.4, Synergy_ZIP=-4.61, Synergy_Bliss=-1.91, Synergy_Loewe=-8.63, Synergy_HSA=-2.10. (6) Drug 1: COC1=CC(=CC(=C1O)OC)C2C3C(COC3=O)C(C4=CC5=C(C=C24)OCO5)OC6C(C(C7C(O6)COC(O7)C8=CC=CS8)O)O. Drug 2: CCN(CC)CCCC(C)NC1=C2C=C(C=CC2=NC3=C1C=CC(=C3)Cl)OC. Cell line: DU-145. Synergy scores: CSS=51.0, Synergy_ZIP=-0.286, Synergy_Bliss=1.33, Synergy_Loewe=-0.979, Synergy_HSA=2.80. (7) Synergy scores: CSS=8.92, Synergy_ZIP=-6.54, Synergy_Bliss=-15.2, Synergy_Loewe=-25.5, Synergy_HSA=-17.4. Cell line: HCT-15. Drug 1: C1=CC(=CC=C1C#N)C(C2=CC=C(C=C2)C#N)N3C=NC=N3. Drug 2: CC1C(C(CC(O1)OC2CC(OC(C2O)C)OC3=CC4=CC5=C(C(=O)C(C(C5)C(C(=O)C(C(C)O)O)OC)OC6CC(C(C(O6)C)O)OC7CC(C(C(O7)C)O)OC8CC(C(C(O8)C)O)(C)O)C(=C4C(=C3C)O)O)O)O. (8) Drug 1: CNC(=O)C1=CC=CC=C1SC2=CC3=C(C=C2)C(=NN3)C=CC4=CC=CC=N4. Drug 2: CS(=O)(=O)C1=CC(=C(C=C1)C(=O)NC2=CC(=C(C=C2)Cl)C3=CC=CC=N3)Cl. Cell line: HL-60(TB). Synergy scores: CSS=7.23, Synergy_ZIP=-2.72, Synergy_Bliss=1.06, Synergy_Loewe=-7.11, Synergy_HSA=-2.98. (9) Drug 1: CCCS(=O)(=O)NC1=C(C(=C(C=C1)F)C(=O)C2=CNC3=C2C=C(C=N3)C4=CC=C(C=C4)Cl)F. Drug 2: C1C(C(OC1N2C=C(C(=O)NC2=O)F)CO)O. Cell line: NCI/ADR-RES. Synergy scores: CSS=21.8, Synergy_ZIP=-5.57, Synergy_Bliss=-2.17, Synergy_Loewe=-20.7, Synergy_HSA=-2.93. (10) Drug 1: C1CC(C1)(C(=O)O)C(=O)O.[NH2-].[NH2-].[Pt+2]. Drug 2: CCN(CC)CCCC(C)NC1=C2C=C(C=CC2=NC3=C1C=CC(=C3)Cl)OC. Cell line: UACC-257. Synergy scores: CSS=1.75, Synergy_ZIP=2.01, Synergy_Bliss=1.01, Synergy_Loewe=-4.15, Synergy_HSA=-1.71.